From a dataset of Forward reaction prediction with 1.9M reactions from USPTO patents (1976-2016). Predict the product of the given reaction. (1) Given the reactants [OH-].[Na+].[CH3:3][N:4]([CH3:12])[CH2:5]/[CH:6]=[CH:7]/[C:8]([O:10]C)=[O:9].[ClH:13], predict the reaction product. The product is: [ClH:13].[CH3:3][N:4]([CH3:12])[CH2:5]/[CH:6]=[CH:7]/[C:8]([OH:10])=[O:9]. (2) Given the reactants [S:1](=[O:38])(=[O:37])([O:3][C:4]1[CH:9]=[CH:8][C:7]([C:10]2[O:11][C:12]([C@H:15]([NH:26][C:27]3[CH:32]=[CH:31][C:30]([C:33]#[N:34])=[C:29]([Cl:35])[C:28]=3[CH3:36])[C@@H:16]([O:18][Si](C(C)(C)C)(C)C)[CH3:17])=[N:13][N:14]=2)=[CH:6][CH:5]=1)[NH2:2].CCCC[N+](CCCC)(CCCC)CCCC.[F-], predict the reaction product. The product is: [S:1](=[O:38])(=[O:37])([O:3][C:4]1[CH:5]=[CH:6][C:7]([C:10]2[O:11][C:12]([C@H:15]([NH:26][C:27]3[CH:32]=[CH:31][C:30]([C:33]#[N:34])=[C:29]([Cl:35])[C:28]=3[CH3:36])[C@@H:16]([OH:18])[CH3:17])=[N:13][N:14]=2)=[CH:8][CH:9]=1)[NH2:2]. (3) Given the reactants [Mg:1].C(Cl)(Cl)(Cl)Cl.[CH:7]1([C:10](=[O:19])[CH2:11][C:12]([O:14][C:15]([CH3:18])([CH3:17])[CH3:16])=[O:13])[CH2:9][CH2:8]1, predict the reaction product. The product is: [Mg:1].[CH:7]1([C:10](=[O:19])[CH2:11][C:12]([O:14][C:15]([CH3:17])([CH3:16])[CH3:18])=[O:13])[CH2:9][CH2:8]1. (4) Given the reactants Cl[C:2]1[N:7]=[CH:6][N:5]=[C:4]([NH2:8])[C:3]=1[O:9][CH3:10].Cl.[N:12]1([CH2:16][CH2:17][N:18]2[CH:22]=[C:21]([C:23]3[CH:28]=[CH:27][N:26]=[C:25]([C:29]([F:32])([F:31])[F:30])[CH:24]=3)[N:20]=[C:19]2[CH:33]2[CH2:38][CH2:37][NH:36][CH2:35][CH2:34]2)[CH2:15][CH2:14][CH2:13]1.C([O-])([O-])=O.[Cs+].[Cs+], predict the reaction product. The product is: [N:12]1([CH2:16][CH2:17][N:18]2[CH:22]=[C:21]([C:23]3[CH:28]=[CH:27][N:26]=[C:25]([C:29]([F:32])([F:30])[F:31])[CH:24]=3)[N:20]=[C:19]2[CH:33]2[CH2:34][CH2:35][N:36]([C:2]3[N:7]=[CH:6][N:5]=[C:4]([NH2:8])[C:3]=3[O:9][CH3:10])[CH2:37][CH2:38]2)[CH2:13][CH2:14][CH2:15]1. (5) Given the reactants [Cl:1][C:2]1[C:3]([C:12]([F:15])([F:14])[F:13])=[N:4][N:5]([CH2:8][C:9]([OH:11])=O)[C:6]=1[CH3:7].C(N(CC)CC)C.[C:23]([O:27][C:28]([N:30]1[CH2:37][CH:36]2[CH:32]([CH2:33][NH:34][CH2:35]2)[CH2:31]1)=[O:29])([CH3:26])([CH3:25])[CH3:24].CCCP1(OP(CCC)(=O)OP(CCC)(=O)O1)=O, predict the reaction product. The product is: [C:23]([O:27][C:28]([N:30]1[CH2:31][CH:32]2[CH:36]([CH2:35][N:34]([C:9](=[O:11])[CH2:8][N:5]3[C:6]([CH3:7])=[C:2]([Cl:1])[C:3]([C:12]([F:15])([F:14])[F:13])=[N:4]3)[CH2:33]2)[CH2:37]1)=[O:29])([CH3:26])([CH3:24])[CH3:25]. (6) Given the reactants CS(O)(=O)=O.[CH:6]#[C:7][CH2:8][NH:9][C@H:10]1[C:14]2[CH:15]=[CH:16][CH:17]=[CH:18][C:13]=2[CH2:12][CH2:11]1, predict the reaction product. The product is: [CH:6]#[C:7][CH2:8][NH:9][C@H:10]1[C:14]2[CH:15]=[CH:16][CH:17]=[CH:18][C:13]=2[CH2:12][CH2:11]1.